This data is from Catalyst prediction with 721,799 reactions and 888 catalyst types from USPTO. The task is: Predict which catalyst facilitates the given reaction. (1) Reactant: [BH4-].[BH4-].[BH4-].[BH4-].[Na+].[Na+].[Na+].[Na+].[O:9]1[C:14]2[CH:15]=[CH:16][C:17]([C:19]3[C:20]([C:26](=[O:32])[C:27]([O:29][CH2:30][CH3:31])=[O:28])=[C:21]([CH3:25])[S:22][C:23]=3[CH3:24])=[CH:18][C:13]=2[CH2:12][CH2:11][CH2:10]1.O. Product: [O:9]1[C:14]2[CH:15]=[CH:16][C:17]([C:19]3[C:20]([CH:26]([OH:32])[C:27]([O:29][CH2:30][CH3:31])=[O:28])=[C:21]([CH3:25])[S:22][C:23]=3[CH3:24])=[CH:18][C:13]=2[CH2:12][CH2:11][CH2:10]1. The catalyst class is: 5. (2) Reactant: [CH:1]([NH2:4])([NH2:3])[CH3:2].[NH2:5][CH2:6][CH2:7][NH:8][CH2:9][CH2:10][NH2:11]. Product: [CH:1]([NH2:4])([NH2:3])[CH3:2].[NH2:5][CH2:6][CH2:7][NH:8][CH2:9][CH2:10][NH2:11]. The catalyst class is: 6. (3) The catalyst class is: 6. Reactant: [CH2:1]([NH:3][CH2:4][CH3:5])[CH3:2].[Cl:6][C:7]1[N:12]=[C:11]([CH3:13])[C:10]([S:14](Cl)(=[O:16])=[O:15])=[CH:9][CH:8]=1. Product: [Cl:6][C:7]1[N:12]=[C:11]([CH3:13])[C:10]([S:14]([N:3]([CH2:4][CH3:5])[CH2:1][CH3:2])(=[O:16])=[O:15])=[CH:9][CH:8]=1.